This data is from Catalyst prediction with 721,799 reactions and 888 catalyst types from USPTO. The task is: Predict which catalyst facilitates the given reaction. (1) Reactant: Cl[C:2]1[N:7]=[C:6]([N:8]2[CH2:13][CH2:12][N:11]3[CH:14]=[N:15][N:16]=[C:10]3[CH2:9]2)[C:5]2[CH2:17][NH:18][C:19](=[O:20])[C:4]=2[CH:3]=1.[CH:21]1([NH:27][C:28]2[CH:33]=[C:32]([Sn](C)(C)C)[CH:31]=[CH:30][N:29]=2)[CH2:26][CH2:25][CH2:24][CH2:23][CH2:22]1.[Cl-]. Product: [CH:21]1([NH:27][C:28]2[CH:33]=[C:32]([C:2]3[N:7]=[C:6]([N:8]4[CH2:13][CH2:12][N:11]5[CH:14]=[N:15][N:16]=[C:10]5[CH2:9]4)[C:5]4[CH2:17][NH:18][C:19](=[O:20])[C:4]=4[CH:3]=3)[CH:31]=[CH:30][N:29]=2)[CH2:26][CH2:25][CH2:24][CH2:23][CH2:22]1. The catalyst class is: 558. (2) Product: [I:19][C:3]1[CH:4]=[C:5]([C:8]2[S:9][C:10]3[CH:16]=[C:15]([OH:17])[CH:14]=[CH:13][C:11]=3[N:12]=2)[CH:6]=[CH:7][C:2]=1[NH2:1]. Reactant: [NH2:1][C:2]1[CH:7]=[CH:6][C:5]([C:8]2[S:9][C:10]3[CH:16]=[C:15]([O:17]C)[CH:14]=[CH:13][C:11]=3[N:12]=2)=[CH:4][C:3]=1[I:19].B(Br)(Br)Br. The catalyst class is: 2. (3) Reactant: [OH-].[Na+].C([O:5][C:6]([C:8]1[NH:9][CH:10]=[C:11]([CH2:13][CH2:14][C:15]2[CH:20]=[CH:19][C:18]([F:21])=[CH:17][CH:16]=2)[CH:12]=1)=[O:7])C. Product: [F:21][C:18]1[CH:17]=[CH:16][C:15]([CH2:14][CH2:13][C:11]2[CH:12]=[C:8]([C:6]([OH:7])=[O:5])[NH:9][CH:10]=2)=[CH:20][CH:19]=1. The catalyst class is: 5. (4) Reactant: [NH2:1][C:2]1[CH:7]=[C:6]([O:8][C:9]2[CH:14]=[CH:13][C:12]([NH2:15])=[C:11]([Cl:16])[CH:10]=2)[CH:5]=[CH:4][N:3]=1.[CH2:17]([N:19]([CH2:22]C)[CH2:20][CH3:21])[CH3:18].ClC([O:27][C:28]1C=CC=CC=1)=O.C[N:35]1CCNCC1. Product: [NH2:15][C:12]1[CH:13]=[CH:14][C:9]([O:8][C:6]2[CH:5]=[CH:4][N:3]=[C:2]([NH:1][C:28]([N:35]3[CH2:21][CH2:20][N:19]([CH3:22])[CH2:17][CH2:18]3)=[O:27])[CH:7]=2)=[CH:10][C:11]=1[Cl:16]. The catalyst class is: 213. (5) Reactant: [OH:1][C:2]1[CH:3]=[N:4][CH:5]=[C:6]([CH:11]=1)[C:7]([O:9][CH3:10])=[O:8].[Cl:12][C:13]1[CH:18]=[C:17]([N+:19]([O-:21])=[O:20])[CH:16]=[CH:15][C:14]=1F.C(=O)([O-])[O-].[K+].[K+].CN(C)C=O. Product: [Cl:12][C:13]1[CH:18]=[C:17]([N+:19]([O-:21])=[O:20])[CH:16]=[CH:15][C:14]=1[O:1][C:2]1[CH:3]=[N:4][CH:5]=[C:6]([CH:11]=1)[C:7]([O:9][CH3:10])=[O:8]. The catalyst class is: 6. (6) The catalyst class is: 6. Reactant: N[C:2]1[C:3]([C:8]([O:10][CH3:11])=[O:9])=[N:4][CH:5]=[CH:6][N:7]=1.[BrH:12].BrBr.N([O-])=O.[Na+]. Product: [Br:12][C:2]1[C:3]([C:8]([O:10][CH3:11])=[O:9])=[N:4][CH:5]=[CH:6][N:7]=1. (7) Reactant: [O:1]=[C:2]1[N:7]([C:8]2[CH:13]=[CH:12][CH:11]=[CH:10][CH:9]=2)[N:6]=[C:5]([C:14]([NH2:16])=[O:15])[C:4]([O:17][C:18]2[CH:23]=[CH:22][CH:21]=[CH:20][CH:19]=2)=[CH:3]1.CO[CH:26](OC)[N:27]([CH3:29])[CH3:28]. Product: [CH3:26][N:27]([CH3:29])[CH:28]=[N:16][C:14]([C:5]1[C:4]([O:17][C:18]2[CH:23]=[CH:22][CH:21]=[CH:20][CH:19]=2)=[CH:3][C:2](=[O:1])[N:7]([C:8]2[CH:9]=[CH:10][CH:11]=[CH:12][CH:13]=2)[N:6]=1)=[O:15]. The catalyst class is: 28.